Predict the product of the given reaction. From a dataset of Forward reaction prediction with 1.9M reactions from USPTO patents (1976-2016). (1) Given the reactants CN(C)C=O.F[C:7]1[CH:14]=[C:13]([O:15][CH3:16])[CH:12]=[CH:11][C:8]=1[CH:9]=O.[SH:17][CH2:18][C:19]([O-:21])=[O:20].C(=O)([O-])[O-].[K+].[K+].[C:28](OCC)(=O)[CH3:29], predict the reaction product. The product is: [CH2:28]([O:20][C:19]([C:18]1[S:17][C:7]2[CH:14]=[C:13]([O:15][CH3:16])[CH:12]=[CH:11][C:8]=2[CH:9]=1)=[O:21])[CH3:29]. (2) Given the reactants [NH2:1][C:2]1[CH:10]=[CH:9][C:5]([C:6](O)=[O:7])=[CH:4][C:3]=1[O:11][CH3:12].Cl.[CH3:14][NH2:15], predict the reaction product. The product is: [NH2:1][C:2]1[CH:10]=[CH:9][C:5]([C:6]([NH:15][CH3:14])=[O:7])=[CH:4][C:3]=1[O:11][CH3:12]. (3) Given the reactants [CH:1]([O:4][C:5]([C:7]1([C:10]2[CH:15]=[CH:14][C:13]([C:16]3[CH:21]=[CH:20][C:19]([C:22](O)=[O:23])=[CH:18][CH:17]=3)=[CH:12][CH:11]=2)[CH2:9][CH2:8]1)=[O:6])([CH3:3])[CH3:2].ClC(Cl)C.S(Cl)(Cl)=O.[CH2:33](N)[C:34]1[CH:39]=[CH:38][CH:37]=[CH:36][CH:35]=1.C([NH-])C1C=CC=CC=1.C[O:50][C:51](=[O:57])[CH:52]=[C:53]([NH:55][CH3:56])[CH3:54].N1C=CC=CC=1, predict the reaction product. The product is: [CH2:33]([O:57][C:51]([C:52](=[C:53]([NH:55][CH3:56])[CH3:54])[C:22]([C:19]1[CH:18]=[CH:17][C:16]([C:13]2[CH:14]=[CH:15][C:10]([C:7]3([C:5]([O:4][CH:1]([CH3:2])[CH3:3])=[O:6])[CH2:8][CH2:9]3)=[CH:11][CH:12]=2)=[CH:21][CH:20]=1)=[O:23])=[O:50])[C:34]1[CH:39]=[CH:38][CH:37]=[CH:36][CH:35]=1. (4) Given the reactants [Cl:1][C:2]1[N:7]=[C:6]([C:8]2[NH:9][C:10]3[C:15]([CH:16]=2)=[C:14]([F:17])[CH:13]=[CH:12][CH:11]=3)[C:5]([NH2:18])=[CH:4][CH:3]=1.[CH:19](=O)[CH3:20].C([O-])(O)=O.[Na+].CC(=O)OCC, predict the reaction product. The product is: [Cl:1][C:2]1[CH:3]=[CH:4][C:5]2[NH:18][CH:19]([CH3:20])[N:9]3[C:10]4[CH:11]=[CH:12][CH:13]=[C:14]([F:17])[C:15]=4[CH:16]=[C:8]3[C:6]=2[N:7]=1. (5) Given the reactants FC(F)(F)S(O[C:7]1[CH:8]=[C:9]2[C@@:20]3([CH2:24][O:23][C:22]([NH2:25])=[N:21]3)[C:19]3[C:14](=[N:15][CH:16]=[C:17](N4CCOCC4)[CH:18]=3)[O:13][C:10]2=[CH:11][CH:12]=1)(=O)=O.[CH:34](NC(C)C)(C)[CH3:35].C([CH:43]1[CH2:45][CH2:44]1)#C.C([Sn](CCCC)(CCCC)[C:51]1[CH:56]=[N:55][CH:54]=[CH:53][N:52]=1)CCC.[CH3:65]N(C=O)C, predict the reaction product. The product is: [CH3:43][C:45]([CH3:65])([CH3:44])[C:34]#[C:35][C:17]1[CH:18]=[C:19]2[C@:20]3([CH2:24][O:23][C:22]([NH2:25])=[N:21]3)[C:9]3[C:10](=[CH:11][CH:12]=[C:7]([C:51]4[CH:56]=[N:55][CH:54]=[CH:53][N:52]=4)[CH:8]=3)[O:13][C:14]2=[N:15][CH:16]=1.